From a dataset of Full USPTO retrosynthesis dataset with 1.9M reactions from patents (1976-2016). Predict the reactants needed to synthesize the given product. (1) Given the product [F:60][C:61]1([F:65])[CH2:64][N:63]([C:10]([C:9]2[C:3]3[CH:2]([CH3:1])[O:6][CH2:5][C:4]=3[S:7][C:8]=2[NH:13][C:14]([C:16]23[CH2:25][CH:20]4[CH2:21][CH:22]([CH2:24][CH:18]([CH2:19]4)[O:17]2)[CH2:23]3)=[O:15])=[O:11])[CH2:62]1, predict the reactants needed to synthesize it. The reactants are: [CH3:1][CH:2]1[O:6][CH2:5][C:4]2[S:7][C:8]([NH:13][C:14]([C:16]34[CH2:25][CH:20]5[CH2:21][CH:22]([CH2:24][CH:18]([CH2:19]5)[O:17]3)[CH2:23]4)=[O:15])=[C:9]([C:10](O)=[O:11])[C:3]1=2.F[P-](F)(F)(F)(F)F.N1(OC(N(C)C)=[N+](C)C)C2C=CC=CC=2N=N1.C(N(CC)C(C)C)(C)C.Cl.[F:60][C:61]1([F:65])[CH2:64][NH:63][CH2:62]1. (2) Given the product [OH:16][C:17]1[C:22]2[O:23][C:24]([C:26]3[CH:27]=[CH:28][CH:29]=[CH:30][CH:31]=3)([C:32]3[CH:37]=[CH:36][CH:35]=[CH:34][CH:33]=3)[O:25][C:21]=2[CH:20]=[C:19]([C:38]([N:1]2[CH2:6][CH2:5][CH2:4][CH2:3][CH2:2]2)=[O:39])[CH:18]=1, predict the reactants needed to synthesize it. The reactants are: [NH:1]1[CH2:6][CH2:5][CH2:4][CH2:3][CH2:2]1.C(N(C(C)C)C(C)C)C.[OH:16][C:17]1[C:22]2[O:23][C:24]([C:32]3[CH:37]=[CH:36][CH:35]=[CH:34][CH:33]=3)([C:26]3[CH:31]=[CH:30][CH:29]=[CH:28][CH:27]=3)[O:25][C:21]=2[CH:20]=[C:19]([C:38](Cl)=[O:39])[CH:18]=1. (3) Given the product [Cl:1][C:2]1[CH:3]=[C:4]([CH:5]=[C:6]([C:8]([F:9])([F:10])[F:11])[CH:7]=1)[CH:12]=[O:13], predict the reactants needed to synthesize it. The reactants are: [Cl:1][C:2]1[CH:3]=[C:4]([CH2:12][OH:13])[CH:5]=[C:6]([C:8]([F:11])([F:10])[F:9])[CH:7]=1.O=[Si]=O.[Cr](Cl)([O-])(=O)=O.[NH+]1C=CC=CC=1. (4) Given the product [CH3:15][C:16]1[CH:21]=[C:20]([CH3:22])[CH:19]=[C:18]([CH3:23])[C:17]=1[CH:24]1[C:25](=[O:30])[CH:26]2[CH:27]([CH:10]3[O:9][CH:8]2[CH:7]([C:6]#[C:5][Si:2]([CH3:3])([CH3:4])[CH3:1])[CH2:11]3)[C:28]1=[O:29], predict the reactants needed to synthesize it. The reactants are: [CH3:1][Si:2]([C:5]#[C:6][C:7]1[CH:11]=[CH:10][O:9][CH:8]=1)([CH3:4])[CH3:3].[I-].[Mg+2].[I-].[CH3:15][C:16]1[CH:21]=[C:20]([CH3:22])[CH:19]=[C:18]([CH3:23])[C:17]=1[CH:24]1[C:28](=[O:29])[CH:27]=[CH:26][C:25]1=[O:30]. (5) Given the product [CH2:1]([O:3][C:4](=[O:17])[C:5]([Br:18])([C:7]1[CH:12]=[CH:11][CH:10]=[C:9]([C:13]([F:15])([F:16])[F:14])[CH:8]=1)[CH3:6])[CH3:2], predict the reactants needed to synthesize it. The reactants are: [CH2:1]([O:3][C:4](=[O:17])[CH:5]([C:7]1[CH:12]=[CH:11][CH:10]=[C:9]([C:13]([F:16])([F:15])[F:14])[CH:8]=1)[CH3:6])[CH3:2].[Br:18]N1C(=O)CCC1=O. (6) Given the product [OH:37][CH:38]1[CH2:43][CH2:42][N:41]([C:29]2[CH:30]=[C:31]([CH:34]=[CH:35][CH:36]=2)[C:32]#[N:33])[CH2:40][CH2:39]1, predict the reactants needed to synthesize it. The reactants are: C(P(C(C)(C)C)C1C=CC=CC=1C1C=CC=CC=1)(C)(C)C.CC(C)([O-])C.[Na+].Br[C:29]1[CH:30]=[C:31]([CH:34]=[CH:35][CH:36]=1)[C:32]#[N:33].[OH:37][CH:38]1[CH2:43][CH2:42][NH:41][CH2:40][CH2:39]1. (7) Given the product [Br:1][C:2]1[CH:3]=[C:4]([CH2:9][CH:10]([C:19]2[CH:24]=[CH:23][CH:22]=[CH:21][CH:20]=2)[C:11](=[O:12])[C:13]2[CH:18]=[CH:17][CH:16]=[CH:15][CH:14]=2)[CH:5]=[CH:6][C:7]=1[C:31]1[S:30](=[O:35])(=[O:36])[N:29]([C:25]([CH3:27])([CH3:26])[CH3:28])[C:33](=[O:34])[CH:32]=1, predict the reactants needed to synthesize it. The reactants are: [Br:1][C:2]1[CH:3]=[C:4]([CH2:9][CH:10]([C:19]2[CH:24]=[CH:23][CH:22]=[CH:21][CH:20]=2)[C:11]([C:13]2[CH:18]=[CH:17][CH:16]=[CH:15][CH:14]=2)=[O:12])[CH:5]=[CH:6][C:7]=1I.[C:25]([N:29]1[C:33](=[O:34])[CH:32]=[CH:31][S:30]1(=[O:36])=[O:35])([CH3:28])([CH3:27])[CH3:26].C(N(CC)CC)C.